From a dataset of Forward reaction prediction with 1.9M reactions from USPTO patents (1976-2016). Predict the product of the given reaction. (1) Given the reactants [F:1][C:2]([F:13])([F:12])[O:3][C:4]1[CH:11]=[CH:10][C:7]([CH:8]=O)=[CH:6][CH:5]=1.[F:14][C:15]([F:26])([F:25])[C:16]1[CH:17]=[C:18]([CH2:22][CH2:23][NH2:24])[CH:19]=[CH:20][CH:21]=1, predict the reaction product. The product is: [F:1][C:2]([F:13])([F:12])[O:3][C:4]1[CH:11]=[CH:10][C:7]([CH2:8][NH:24][CH2:23][CH2:22][C:18]2[CH:19]=[CH:20][CH:21]=[C:16]([C:15]([F:14])([F:25])[F:26])[CH:17]=2)=[CH:6][CH:5]=1. (2) Given the reactants [OH:1][N:2]1[C:5](=[O:6])[C@@H:4]([NH:7]C(=O)OC(C)(C)C)[C:3]1([CH3:16])[CH3:15].C([SiH](CC)CC)C.C(O)(C(F)(F)F)=O, predict the reaction product. The product is: [NH2:7][C@H:4]1[C:3]([CH3:16])([CH3:15])[N:2]([OH:1])[C:5]1=[O:6].